From a dataset of Forward reaction prediction with 1.9M reactions from USPTO patents (1976-2016). Predict the product of the given reaction. (1) Given the reactants [C:1]([C:3]1[CH2:8][C:7]([O:11][CH3:12])([O:9][CH3:10])[C:6]([O:13][CH2:14][CH2:15][CH2:16]Cl)=[CH:5][C:4]=1[N:18]=[CH:19][N:20]([CH3:22])[CH3:21])#[N:2].[NH:23]1[CH2:28][CH2:27][CH2:26][CH2:25][CH2:24]1.C([O-])([O-])=O.[K+].[K+], predict the reaction product. The product is: [C:1]([C:3]1[CH2:8][C:7]([O:11][CH3:12])([O:9][CH3:10])[C:6]([O:13][CH2:14][CH2:15][CH2:16][N:23]2[CH2:28][CH2:27][CH2:26][CH2:25][CH2:24]2)=[CH:5][C:4]=1[N:18]=[CH:19][N:20]([CH3:22])[CH3:21])#[N:2]. (2) Given the reactants Cl[CH2:2][C:3]1[CH:8]=[CH:7][C:6]([C:9]2[C:10]([NH:15][S:16]([C:19]3[CH:24]=[CH:23][CH:22]=[CH:21][C:20]=3[C:25]([F:28])([F:27])[F:26])(=[O:18])=[O:17])=[N:11][CH:12]=[CH:13][N:14]=2)=[CH:5][CH:4]=1.[CH2:29]([C:31]1[NH:32][C:33]2[CH:39]=[CH:38][CH:37]=[CH:36][C:34]=2[N:35]=1)[CH3:30], predict the reaction product. The product is: [CH2:29]([C:31]1[N:32]([CH2:2][C:3]2[CH:8]=[CH:7][C:6]([C:9]3[C:10]([NH:15][S:16]([C:19]4[CH:24]=[CH:23][CH:22]=[CH:21][C:20]=4[C:25]([F:28])([F:27])[F:26])(=[O:18])=[O:17])=[N:11][CH:12]=[CH:13][N:14]=3)=[CH:5][CH:4]=2)[C:33]2[CH:39]=[CH:38][CH:37]=[CH:36][C:34]=2[N:35]=1)[CH3:30].